Dataset: NCI-60 drug combinations with 297,098 pairs across 59 cell lines. Task: Regression. Given two drug SMILES strings and cell line genomic features, predict the synergy score measuring deviation from expected non-interaction effect. (1) Drug 1: C1C(C(OC1N2C=C(C(=O)NC2=O)F)CO)O. Drug 2: C1CN(P(=O)(OC1)NCCCl)CCCl. Cell line: SW-620. Synergy scores: CSS=26.3, Synergy_ZIP=0.859, Synergy_Bliss=0.880, Synergy_Loewe=-28.2, Synergy_HSA=0.524. (2) Drug 1: C1=CC(=C2C(=C1NCCNCCO)C(=O)C3=C(C=CC(=C3C2=O)O)O)NCCNCCO. Drug 2: C(CC(=O)O)C(=O)CN.Cl. Cell line: COLO 205. Synergy scores: CSS=29.1, Synergy_ZIP=-1.29, Synergy_Bliss=-5.91, Synergy_Loewe=-4.14, Synergy_HSA=-1.34.